This data is from CYP1A2 inhibition data for predicting drug metabolism from PubChem BioAssay. The task is: Regression/Classification. Given a drug SMILES string, predict its absorption, distribution, metabolism, or excretion properties. Task type varies by dataset: regression for continuous measurements (e.g., permeability, clearance, half-life) or binary classification for categorical outcomes (e.g., BBB penetration, CYP inhibition). Dataset: cyp1a2_veith. (1) The drug is C[C@@]12C=CC(=O)C=C1CC[C@@H]1[C@@H]2[C@H](O)C[C@]2(C)[C@@H]1CC[C@]2(O)C(=O)CO. The result is 0 (non-inhibitor). (2) The molecule is Cc1ccc(S(=O)(=O)c2nc(S(=O)(=O)c3ccc(C)cc3)c(NCc3ccco3)s2)cc1. The result is 0 (non-inhibitor). (3) The drug is OCCN[C@@H]1c2cc(Cl)ccc2-c2c(Cl)cc(Cl)cc21. The result is 1 (inhibitor). (4) The molecule is CC(=O)O[C@@H]1C[C@]2(C)[C@H](C[C@@H](O)[C@H]3[C@@]4(C)CC[C@@H](O)[C@@H](C)[C@@H]4CC[C@@]32C)/C1=C(\CCC=C(C)C)C(=O)[O-].[Na+]. The result is 0 (non-inhibitor). (5) The drug is CC(C)c1nnc(NC(=O)CCC(=O)N2CCN(c3ccccn3)CC2)s1. The result is 0 (non-inhibitor). (6) The compound is COc1ccc2c(c1)-c1c(sn(-c3ccc(OC)c(OC)c3)c1=S)C(C)(C)N2. The result is 1 (inhibitor). (7) The compound is COc1cccc(Cn2c(=O)c(C)nc3cnc(N4CCOCC4)nc32)c1. The result is 1 (inhibitor). (8) The molecule is C[C@@H]1Cc2cc3c(cc2C(c2ccc(N)cc2)=NN1)OCO3. The result is 1 (inhibitor). (9) The drug is Nc1ccc(S(=O)(=O)c2ccc(NC(=O)c3cccnc3)cc2)cc1. The result is 0 (non-inhibitor). (10) The molecule is O=C(O)c1cc(C(=O)C(=O)c2cc(C(=O)O)c(O)c3ccccc23)c2ccccc2c1O. The result is 0 (non-inhibitor).